Task: Predict the reactants needed to synthesize the given product.. Dataset: Retrosynthesis with 50K atom-mapped reactions and 10 reaction types from USPTO (1) The reactants are: CCOC(=O)C(Cc1ccc(OC(c2sc(-c3ccc(C(F)(F)F)cc3)nc2C)C(C)C)cc1C)OCC. Given the product CCOC(Cc1ccc(OC(c2sc(-c3ccc(C(F)(F)F)cc3)nc2C)C(C)C)cc1C)C(=O)O, predict the reactants needed to synthesize it. (2) Given the product O=c1[nH]cnc2ccc(Br)cc12, predict the reactants needed to synthesize it. The reactants are: NC=O.Nc1ccc(Br)cc1C(=O)O. (3) Given the product NC(=O)C1(N)CCCC1, predict the reactants needed to synthesize it. The reactants are: CC(C)(C)OC(=O)NC1(C(N)=O)CCCC1. (4) Given the product CN[C@@H](C)C(=O)N[C@H](C(=O)N1c2ncccc2C[C@H]1CNC(=O)c1ccccc1)C(C)C, predict the reactants needed to synthesize it. The reactants are: CC(C)[C@H](NC(=O)[C@H](C)N(C)C(=O)OC(C)(C)C)C(=O)N1c2ncccc2C[C@H]1CNC(=O)c1ccccc1. (5) Given the product CCOC(=O)c1c(C)cccc1COc1cccc(OCc2cccc(-c3ccccc3)n2)c1, predict the reactants needed to synthesize it. The reactants are: CCOC(=O)c1c(C)cccc1COc1cccc(OCc2cccc(Cl)n2)c1.OB(O)c1ccccc1.